From a dataset of Full USPTO retrosynthesis dataset with 1.9M reactions from patents (1976-2016). Predict the reactants needed to synthesize the given product. (1) The reactants are: [Cl:1][C:2]1[CH:7]=[CH:6][CH:5]=[CH:4][C:3]=1[CH:8]([N:12]1[CH2:17][CH2:16][C:15]2[S:18][CH:19]=[CH:20][C:14]=2[CH2:13]1)[C:9]([NH2:11])=[O:10].O.[C:22]12([CH2:32][S:33]([OH:36])(=[O:35])=[O:34])[C:29]([CH3:31])([CH3:30])[CH:26]([CH2:27][CH2:28]1)[CH2:25][C:23]2=[O:24]. Given the product [C:22]12([CH2:32][S:33]([OH:36])(=[O:34])=[O:35])[C:29]([CH3:31])([CH3:30])[CH:26]([CH2:27][CH2:28]1)[CH2:25][C:23]2=[O:24].[Cl:1][C:2]1[CH:7]=[CH:6][CH:5]=[CH:4][C:3]=1[C@H:8]([N:12]1[CH2:17][CH2:16][C:15]2[S:18][CH:19]=[CH:20][C:14]=2[CH2:13]1)[C:9]([NH2:11])=[O:10], predict the reactants needed to synthesize it. (2) The reactants are: [C:1]([CH:3]1[CH2:8][O:7][CH2:6][CH2:5][N:4]1[C:9]([O:11][C:12]([CH3:15])([CH3:14])[CH3:13])=[O:10])#[N:2].Cl.[NH2:17][OH:18].C(N(CC)CC)C. Given the product [NH2:2]/[C:1](=[N:17]\[OH:18])/[CH:3]1[CH2:8][O:7][CH2:6][CH2:5][N:4]1[C:9]([O:11][C:12]([CH3:15])([CH3:14])[CH3:13])=[O:10], predict the reactants needed to synthesize it. (3) Given the product [C:1]([O:5][C:6]([N:8]1[CH2:11][CH2:10][CH:12]([C:40]2[CH:61]=[CH:60][C:43]3[C:44]4[N:48]([CH2:49][CH2:50][O:51][C:42]=3[CH:41]=2)[CH:47]=[C:46]([C:52]2[N:53]([CH:57]([CH3:59])[CH3:58])[N:54]=[CH:55][N:56]=2)[N:45]=4)[CH2:38][CH2:37]1)=[O:7])([CH3:2])([CH3:3])[CH3:4], predict the reactants needed to synthesize it. The reactants are: [C:1]([O:5][C:6]([N:8]1[CH2:11][CH:10]([C:12]2[CH:38]=[CH:37]C3C4C(CCOC=3C=2)=CN(C2N(C3C=CC(F)=CC=3F)N=CN=2)N=4)C1)=[O:7])([CH3:4])([CH3:3])[CH3:2].Br[C:40]1[CH:61]=[CH:60][C:43]2[C:44]3[N:48]([CH2:49][CH2:50][O:51][C:42]=2[CH:41]=1)[CH:47]=[C:46]([C:52]1[N:53]([CH:57]([CH3:59])[CH3:58])[N:54]=[CH:55][N:56]=1)[N:45]=3. (4) Given the product [CH3:1][S:2]([C:5]1[CH:33]=[CH:32][C:8]([CH2:9][NH:10][C:11]([C:13]2[C:18](=[O:19])[C:17]([C:40]3[CH:39]=[CH:38][CH:37]=[C:36]([CH:35]([F:45])[F:34])[CH:41]=3)=[C:16]([CH3:21])[N:15]([CH:22]([C:24]3[CH:29]=[CH:28][C:27]([C:30]#[N:31])=[CH:26][CH:25]=3)[CH3:23])[CH:14]=2)=[O:12])=[CH:7][CH:6]=1)(=[O:4])=[O:3], predict the reactants needed to synthesize it. The reactants are: [CH3:1][S:2]([C:5]1[CH:33]=[CH:32][C:8]([CH2:9][NH:10][C:11]([C:13]2[C:18](=[O:19])[C:17](Br)=[C:16]([CH3:21])[N:15]([CH:22]([C:24]3[CH:29]=[CH:28][C:27]([C:30]#[N:31])=[CH:26][CH:25]=3)[CH3:23])[CH:14]=2)=[O:12])=[CH:7][CH:6]=1)(=[O:4])=[O:3].[F:34][CH:35]([F:45])[C:36]1[CH:37]=[C:38](B(O)O)[CH:39]=[CH:40][CH:41]=1.C([O-])([O-])=O.[K+].[K+].C(O)(=O)C. (5) Given the product [CH2:1]([C:5]1[N:10]2[N:11]=[CH:12][N:13]=[C:9]2[N:8]([CH:14]2[CH2:19][CH2:18][CH:17]([O:20][CH3:39])[CH2:16][CH2:15]2)[C:7](=[O:21])[C:6]=1[CH2:22][C:23]1[CH:28]=[CH:27][C:26]([C:29]2[C:30]([C:35]#[N:36])=[CH:31][CH:32]=[CH:33][CH:34]=2)=[CH:25][CH:24]=1)[CH2:2][CH2:3][CH3:4], predict the reactants needed to synthesize it. The reactants are: [CH2:1]([C:5]1[N:10]2[N:11]=[CH:12][N:13]=[C:9]2[N:8]([CH:14]2[CH2:19][CH2:18][CH:17]([OH:20])[CH2:16][CH2:15]2)[C:7](=[O:21])[C:6]=1[CH2:22][C:23]1[CH:28]=[CH:27][C:26]([C:29]2[C:30]([C:35]#[N:36])=[CH:31][CH:32]=[CH:33][CH:34]=2)=[CH:25][CH:24]=1)[CH2:2][CH2:3][CH3:4].CI.[CH3:39]N(C)C=O.[H-].[Na+]. (6) Given the product [C:1]([C:5]1[CH:6]=[CH:7][CH:8]=[C:9]2[C:14]=1[N:13]=[C:12]([C:15]1[N:19]3[CH:20]=[C:21]([C:22]([OH:24])=[O:23])[CH:26]=[CH:27][C:18]3=[N:17][N:16]=1)[CH:11]=[CH:10]2)([CH3:4])([CH3:3])[CH3:2], predict the reactants needed to synthesize it. The reactants are: [C:1]([C:5]1[CH:6]=[CH:7][CH:8]=[C:9]2[C:14]=1[N:13]=[C:12](/[CH:15]=[N:16]/[NH:17][C:18]1[CH:27]=[CH:26][C:21]([C:22]([O:24]C)=[O:23])=[CH:20][N:19]=1)[CH:11]=[CH:10]2)([CH3:4])([CH3:3])[CH3:2].C(O)(=O)C.C(O)(=O)C.IC1C=CC=CC=1.C1COCC1.O.O[Li].O.